Dataset: Catalyst prediction with 721,799 reactions and 888 catalyst types from USPTO. Task: Predict which catalyst facilitates the given reaction. (1) Reactant: [Cl:1][C:2]([F:12])([F:11])[O:3][C:4]1[CH:10]=[CH:9][C:7]([NH2:8])=[CH:6][CH:5]=1.CN1CCOCC1.O.OC1C2N=NNC=2C=CC=1.Cl.C(N=C=NCCCN(C)C)C.[OH:43][C@@H:44]1[CH2:48][CH2:47][N:46]([C:49]2[C:57]([C:58]3[N:62](C4CCCCO4)[N:61]=[CH:60][CH:59]=3)=[CH:56][C:52]([C:53](O)=[O:54])=[CH:51][N:50]=2)[CH2:45]1.CCN=C=NCCCN(C)C. Product: [Cl:1][C:2]([F:11])([F:12])[O:3][C:4]1[CH:10]=[CH:9][C:7]([NH:8][C:53](=[O:54])[C:52]2[CH:56]=[C:57]([C:58]3[NH:62][N:61]=[CH:60][CH:59]=3)[C:49]([N:46]3[CH2:47][CH2:48][C@@H:44]([OH:43])[CH2:45]3)=[N:50][CH:51]=2)=[CH:6][CH:5]=1. The catalyst class is: 20. (2) Reactant: [CH3:1][S:2][C:3]1[CH:10]=[CH:9][C:6]([CH2:7]O)=[CH:5][CH:4]=1.[ClH:11]. Product: [CH3:1][S:2][C:3]1[CH:10]=[CH:9][C:6]([CH2:7][Cl:11])=[CH:5][CH:4]=1. The catalyst class is: 11.